The task is: Predict the reactants needed to synthesize the given product.. This data is from Full USPTO retrosynthesis dataset with 1.9M reactions from patents (1976-2016). (1) Given the product [Br:21][C:12]1[CH:11]=[CH:10][C:9]([NH:14][C:15](=[O:20])[C:16]([CH3:17])([CH3:19])[CH3:18])=[C:8]([C:3]2[C:2]([F:1])=[CH:7][CH:6]=[CH:5][N:4]=2)[CH:13]=1, predict the reactants needed to synthesize it. The reactants are: [F:1][C:2]1[C:3]([C:8]2[CH:13]=[CH:12][CH:11]=[CH:10][C:9]=2[NH:14][C:15](=[O:20])[C:16]([CH3:19])([CH3:18])[CH3:17])=[N:4][CH:5]=[CH:6][CH:7]=1.[Br:21]Br. (2) Given the product [CH3:32][O:31][C:29](=[O:30])[C:28](=[O:33])[CH2:12][C:11](=[O:13])[C:14]1[CH:18]=[CH:17][N:16]([S:19]([C:22]2[CH:27]=[CH:26][CH:25]=[CH:24][CH:23]=2)(=[O:20])=[O:21])[CH:15]=1, predict the reactants needed to synthesize it. The reactants are: C[Si]([N-][Si](C)(C)C)(C)C.[Li+].[C:11]([C:14]1[CH:18]=[CH:17][N:16]([S:19]([C:22]2[CH:27]=[CH:26][CH:25]=[CH:24][CH:23]=2)(=[O:21])=[O:20])[CH:15]=1)(=[O:13])[CH3:12].[C:28](OC)(=[O:33])[C:29]([O:31][CH3:32])=[O:30]. (3) The reactants are: [CH2:1]([O:8][C:9](=[O:14])[NH:10][CH2:11][CH:12]=[CH2:13])[C:2]1[CH:7]=[CH:6][CH:5]=[CH:4][CH:3]=1.C1C=C(Cl)C=C(C(OO)=[O:23])C=1.[OH-].[Na+]. Given the product [CH2:1]([O:8][C:9](=[O:14])[NH:10][CH2:11][CH:12]1[CH2:13][O:23]1)[C:2]1[CH:7]=[CH:6][CH:5]=[CH:4][CH:3]=1, predict the reactants needed to synthesize it. (4) Given the product [CH3:3][C:2]([S:26][C:20]1[CH:25]=[CH:24][CH:23]=[CH:22][CH:21]=1)([CH3:4])[C:1]#[N:5], predict the reactants needed to synthesize it. The reactants are: [C:1](#[N:5])[CH:2]([CH3:4])[CH3:3].[Li+].CC([N-]C(C)C)C.C1CCCCC1.[C:20]1([S:26][S:26][C:20]2[CH:25]=[CH:24][CH:23]=[CH:22][CH:21]=2)[CH:25]=[CH:24][CH:23]=[CH:22][CH:21]=1. (5) Given the product [F:1][C:2]1[CH:3]=[C:4]([N:9]2[C:14](=[O:15])[C:13]([CH2:16][CH2:17][CH:18]([CH3:20])[CH3:19])=[C:12]([C:21]3[CH:26]=[CH:25][C:24]([S:27]([NH2:31])(=[O:29])=[O:28])=[CH:23][CH:22]=3)[CH:11]=[N:10]2)[CH:5]=[CH:6][C:7]=1[F:8], predict the reactants needed to synthesize it. The reactants are: [F:1][C:2]1[CH:3]=[C:4]([N:9]2[C:14](=[O:15])[C:13]([CH2:16][CH2:17][CH:18]([CH3:20])[CH3:19])=[C:12]([C:21]3[CH:26]=[CH:25][C:24]([S:27](C)(=[O:29])=[O:28])=[CH:23][CH:22]=3)[CH:11]=[N:10]2)[CH:5]=[CH:6][C:7]=1[F:8].[NH3:31].